This data is from Reaction yield outcomes from USPTO patents with 853,638 reactions. The task is: Predict the reaction yield, written as a fraction of the theoretical maximum amount of product (1.0 means a 100% yield; for example, 0.34 means a 34% yield). The reactants are [Br:1][C:2](=[CH2:5])[CH:3]=[O:4].[Br:6]Br.[NH2:8][C:9]1[CH:17]=[CH:16][CH:15]=[C:14](OC)[C:10]=1[C:11]([OH:13])=[O:12]. The catalyst is O1CCOCC1. The product is [Br:6][C:15]1[CH:14]=[N:8][C:9]2[C:17]([CH:16]=1)=[CH:5][C:2]([Br:1])=[C:3]([OH:4])[C:10]=2[C:11]([OH:13])=[O:12]. The yield is 0.430.